From a dataset of Full USPTO retrosynthesis dataset with 1.9M reactions from patents (1976-2016). Predict the reactants needed to synthesize the given product. (1) Given the product [CH2:1]([O:8][C:9]([CH2:11][C@H:12]1[CH2:13][CH2:14][C@H:15]([O:18][Si:24]([C:27]([CH3:30])([CH3:29])[CH3:28])([CH3:26])[CH3:25])[CH2:16][CH2:17]1)=[O:10])[C:2]1[CH:7]=[CH:6][CH:5]=[CH:4][CH:3]=1, predict the reactants needed to synthesize it. The reactants are: [CH2:1]([O:8][C:9]([CH2:11][C@H:12]1[CH2:17][CH2:16][C@H:15]([OH:18])[CH2:14][CH2:13]1)=[O:10])[C:2]1[CH:7]=[CH:6][CH:5]=[CH:4][CH:3]=1.N1C=CN=C1.[Si:24](Cl)([C:27]([CH3:30])([CH3:29])[CH3:28])([CH3:26])[CH3:25].CCCCCC.C(OCC)(=O)C. (2) Given the product [C:11]([O:10][C:9]([NH:8][C:6]1[CH:7]=[C:2](/[CH:25]=[CH:26]/[C:27]([O:29][CH2:30][CH3:31])=[O:28])[CH:3]=[CH:4][C:5]=1[Cl:16])=[O:15])([CH3:14])([CH3:13])[CH3:12], predict the reactants needed to synthesize it. The reactants are: Br[C:2]1[CH:3]=[CH:4][C:5]([Cl:16])=[C:6]([NH:8][C:9](=[O:15])[O:10][C:11]([CH3:14])([CH3:13])[CH3:12])[CH:7]=1.CC1(C)C(C)(C)OB(/[CH:25]=[CH:26]/[C:27]([O:29][CH2:30][CH3:31])=[O:28])O1.C(=O)([O-])[O-].[K+].[K+]. (3) Given the product [CH3:51][O:50][C:48]([C:45]1([C:40]2[CH:41]=[CH:42][CH:43]=[CH:44][C:39]=2[C:37]#[C:38][C:2]2[C:7]([C:8]([F:11])([F:10])[F:9])=[CH:6][N:5]=[C:4]([NH:12][C:13]3[CH:18]=[CH:17][C:16]([CH:19]4[CH2:24][CH2:23][N:22]([C:25]([O:27][C:28]([CH3:31])([CH3:30])[CH3:29])=[O:26])[CH2:21][CH2:20]4)=[CH:15][CH:14]=3)[N:3]=2)[CH2:47][CH2:46]1)=[O:49], predict the reactants needed to synthesize it. The reactants are: Cl[C:2]1[C:7]([C:8]([F:11])([F:10])[F:9])=[CH:6][N:5]=[C:4]([NH:12][C:13]2[CH:18]=[CH:17][C:16]([CH:19]3[CH2:24][CH2:23][N:22]([C:25]([O:27][C:28]([CH3:31])([CH3:30])[CH3:29])=[O:26])[CH2:21][CH2:20]3)=[CH:15][CH:14]=2)[N:3]=1.F[B-](F)(F)F.[C:37]([C:39]1[CH:44]=[CH:43][CH:42]=[CH:41][C:40]=1[C:45]1([C:48]([O:50][CH3:51])=[O:49])[CH2:47][CH2:46]1)#[CH:38].CCN(CC)CC.